Dataset: Full USPTO retrosynthesis dataset with 1.9M reactions from patents (1976-2016). Task: Predict the reactants needed to synthesize the given product. (1) The reactants are: [Br:1][C:2]1[CH:10]=[C:9]2[C:5]([C:6]3[C:14]([C:15]4[C:16]([CH3:34])=[C:17]([NH:21][CH2:22][C:23]5[CH:31]=CC(OC)=[CH:28][C:24]=5[C:25]([OH:27])=O)[CH:18]=[CH:19][CH:20]=4)=[CH:13][N:12]=[C:11]([C:35](=[O:37])[NH2:36])[C:7]=3[NH:8]2)=[CH:4][CH:3]=1.F[P-](F)(F)(F)(F)F.N1(O[P+](N(C)C)(N(C)C)N(C)C)C2C=CC=CC=2N=N1.CN1CCOCC1.[C:72]([O:75][CH2:76][CH3:77])(=O)C.CCCCCC. Given the product [Br:1][C:2]1[CH:10]=[C:9]2[C:5]([C:6]3[C:14]([C:15]4[CH:20]=[CH:19][CH:18]=[C:17]([N:21]5[CH2:22][C:23]6[C:24](=[CH:28][C:76]([O:75][CH3:72])=[CH:77][CH:31]=6)[C:25]5=[O:27])[C:16]=4[CH3:34])=[CH:13][N:12]=[C:11]([C:35]([NH2:36])=[O:37])[C:7]=3[NH:8]2)=[CH:4][CH:3]=1, predict the reactants needed to synthesize it. (2) The reactants are: C[O:2][C:3]([CH:5]1[CH:9]([C:10]2[CH:15]=[CH:14][CH:13]=[CH:12][CH:11]=2)[CH2:8][N:7]([C:16]([C:18]2[N:19]=[C:20]3[C:25]([C:26]([F:29])([F:28])[F:27])=[CH:24][C:23]([C:30]4[CH:34]=[CH:33][O:32][CH:31]=4)=[CH:22][N:21]3[C:35]=2[Cl:36])=[O:17])[CH2:6]1)=[O:4].O.[OH-].[Li+].Cl. Given the product [Cl:36][C:35]1[N:21]2[CH:22]=[C:23]([C:30]3[CH:34]=[CH:33][O:32][CH:31]=3)[CH:24]=[C:25]([C:26]([F:29])([F:27])[F:28])[C:20]2=[N:19][C:18]=1[C:16]([N:7]1[CH2:8][CH:9]([C:10]2[CH:11]=[CH:12][CH:13]=[CH:14][CH:15]=2)[CH:5]([C:3]([OH:4])=[O:2])[CH2:6]1)=[O:17], predict the reactants needed to synthesize it. (3) Given the product [C:12]([O:16][C:17]([N:19]1[C:28]2[C:23](=[CH:24][CH:25]=[C:26]([O:29][C:30]([O:32][C:33]([CH3:36])([CH3:35])[CH3:34])=[O:31])[CH:27]=2)[CH2:22][CH2:21][CH2:20]1)=[O:18])([CH3:15])([CH3:13])[CH3:14], predict the reactants needed to synthesize it. The reactants are: N1C2C(=CC=C(O)C=2)CCC1.[C:12]([O:16][C:17]([N:19]1[C:28]2[C:23](=[CH:24][CH:25]=[C:26]([OH:29])[CH:27]=2)[CH2:22][CH2:21][CH2:20]1)=[O:18])([CH3:15])([CH3:14])[CH3:13].[C:30](O[C:30]([O:32][C:33]([CH3:36])([CH3:35])[CH3:34])=[O:31])([O:32][C:33]([CH3:36])([CH3:35])[CH3:34])=[O:31]. (4) Given the product [C:22]([C:24]1[N:29]=[CH:28][C:27]([C:30]([NH:1][CH2:2][C:3]2[C:4]([NH:15][CH:16]3[CH2:17][CH2:18][O:19][CH2:20][CH2:21]3)=[C:5]3[CH:12]=[N:11][N:10]([CH2:13][CH3:14])[C:6]3=[N:7][C:8]=2[CH3:9])=[O:31])=[CH:26][CH:25]=1)#[N:23], predict the reactants needed to synthesize it. The reactants are: [NH2:1][CH2:2][C:3]1[C:8]([CH3:9])=[N:7][C:6]2[N:10]([CH2:13][CH3:14])[N:11]=[CH:12][C:5]=2[C:4]=1[NH:15][CH:16]1[CH2:21][CH2:20][O:19][CH2:18][CH2:17]1.[C:22]([C:24]1[N:29]=[CH:28][C:27]([C:30](O)=[O:31])=[CH:26][CH:25]=1)#[N:23]. (5) Given the product [Cl:1][C:2]1[CH:7]=[C:6]([N:8]2[C:12]3=[N:13][CH:14]=[CH:15][CH:16]=[C:11]3[N:10]=[CH:9]2)[CH:5]=[CH:4][C:3]=1[CH2:17][C:18]([NH:33][C:30]1[CH:31]=[CH:32][C:27]([N:26]([CH2:25][CH2:24][CH2:23][N:22]([CH3:21])[CH3:39])[CH3:38])=[C:28]([C:34]([F:35])([F:36])[F:37])[CH:29]=1)=[O:20], predict the reactants needed to synthesize it. The reactants are: [Cl:1][C:2]1[CH:7]=[C:6]([N:8]2[C:12]3=[N:13][CH:14]=[CH:15][CH:16]=[C:11]3[N:10]=[CH:9]2)[CH:5]=[CH:4][C:3]=1[CH2:17][C:18]([OH:20])=O.[CH3:21][N:22]([CH3:39])[CH2:23][CH2:24][CH2:25][N:26]([CH3:38])[C:27]1[CH:32]=[CH:31][C:30]([NH2:33])=[CH:29][C:28]=1[C:34]([F:37])([F:36])[F:35]. (6) Given the product [NH:15]1[C:16]2[C:21](=[CH:20][CH:19]=[CH:18][CH:17]=2)[C:13]([CH2:12][C@H:11]([NH:22][C:23](=[O:29])[O:24][C:25]([CH3:26])([CH3:28])[CH3:27])[CH2:10][O:9][C:5]2[CH:6]=[N:7][CH:8]=[C:3]([C:1]#[C:2][C:32]3[CH:37]=[CH:36][N:35]=[CH:34][CH:33]=3)[CH:4]=2)=[CH:14]1, predict the reactants needed to synthesize it. The reactants are: [C:1]([C:3]1[CH:4]=[C:5]([O:9][CH2:10][C@@H:11]([NH:22][C:23](=[O:29])[O:24][C:25]([CH3:28])([CH3:27])[CH3:26])[CH2:12][C:13]2[C:21]3[C:16](=[CH:17][CH:18]=[CH:19][CH:20]=3)[NH:15][CH:14]=2)[CH:6]=[N:7][CH:8]=1)#[CH:2].Cl.Br[C:32]1[CH:37]=[CH:36][N:35]=[CH:34][CH:33]=1.CN(C=O)C.C(N(CC)CC)C. (7) The reactants are: [C:1]([O:5][C:6]([C@@H:8]([NH:13][CH2:14][CH2:15][NH:16][CH2:17][C:18]1[N:23]=[C:22]([C:24]([O:26][CH3:27])=[O:25])[CH:21]=[CH:20][CH:19]=1)[C:9]([CH3:12])([CH3:11])[CH3:10])=[O:7])([CH3:4])([CH3:3])[CH3:2].[C:28](=O)(OC1C=CC([N+]([O-])=O)=CC=1)[O:29]C1C=CC([N+]([O-])=O)=CC=1.C(=O)(O)[O-].[Na+]. Given the product [C:1]([O:5][C:6]([C@@H:8]([N:13]1[CH2:14][CH2:15][N:16]([CH2:17][C:18]2[N:23]=[C:22]([C:24]([O:26][CH3:27])=[O:25])[CH:21]=[CH:20][CH:19]=2)[C:28]1=[O:29])[C:9]([CH3:12])([CH3:11])[CH3:10])=[O:7])([CH3:2])([CH3:3])[CH3:4], predict the reactants needed to synthesize it. (8) The reactants are: [CH3:1][C:2]1[N:3]=[C:4]2[CH:9]=[C:8]([O:10][CH2:11][CH2:12][N:13]3[CH2:18][CH2:17][O:16][CH2:15][CH2:14]3)[CH:7]=[CH:6][N:5]2[C:19]=1[C:20]1[CH:25]=[CH:24][N:23]=[C:22]([NH:26][C:27]2[CH:35]=[CH:34][C:30]([C:31]([OH:33])=O)=[CH:29][CH:28]=2)[N:21]=1.CN(C(ON1N=NC2C=CC=NC1=2)=[N+](C)C)C.F[P-](F)(F)(F)(F)F.[C:60]1([NH2:67])[CH:65]=[CH:64][CH:63]=[CH:62][C:61]=1[NH2:66].CCN(C(C)C)C(C)C. Given the product [NH2:66][C:61]1[CH:62]=[CH:63][CH:64]=[CH:65][C:60]=1[NH:67][C:31](=[O:33])[C:30]1[CH:34]=[CH:35][C:27]([NH:26][C:22]2[N:21]=[C:20]([C:19]3[N:5]4[CH:6]=[CH:7][C:8]([O:10][CH2:11][CH2:12][N:13]5[CH2:18][CH2:17][O:16][CH2:15][CH2:14]5)=[CH:9][C:4]4=[N:3][C:2]=3[CH3:1])[CH:25]=[CH:24][N:23]=2)=[CH:28][CH:29]=1, predict the reactants needed to synthesize it. (9) Given the product [NH2:1][C:2]1[C:10]2[C:5](=[N:6][CH:7]=[CH:8][C:9]=2[C:11]([F:12])([F:13])[F:14])[S:4][C:3]=1[C:15]([NH:59][CH2:58][CH2:57][C:51]1[CH:56]=[CH:55][CH:54]=[CH:53][CH:52]=1)=[O:17], predict the reactants needed to synthesize it. The reactants are: [NH2:1][C:2]1[C:10]2[C:5](=[N:6][CH:7]=[CH:8][C:9]=2[C:11]([F:14])([F:13])[F:12])[S:4][C:3]=1[C:15]([OH:17])=O.CN(C(ON1N=NC2C=CC=NC1=2)=[N+](C)C)C.F[P-](F)(F)(F)(F)F.CCN(C(C)C)C(C)C.[C:51]1([CH2:57][CH2:58][NH2:59])[CH:56]=[CH:55][CH:54]=[CH:53][CH:52]=1.